Dataset: Peptide-MHC class II binding affinity with 134,281 pairs from IEDB. Task: Regression. Given a peptide amino acid sequence and an MHC pseudo amino acid sequence, predict their binding affinity value. This is MHC class II binding data. (1) The peptide sequence is GIVVAWKVRLLPVPP. The MHC is DRB1_1302 with pseudo-sequence DRB1_1302. The binding affinity (normalized) is 0. (2) The MHC is HLA-DQA10201-DQB10301 with pseudo-sequence HLA-DQA10201-DQB10301. The peptide sequence is SGARSNVTFTVNQTS. The binding affinity (normalized) is 0.504. (3) The peptide sequence is LIEKINAGFKAALAA. The MHC is HLA-DQA10501-DQB10201 with pseudo-sequence HLA-DQA10501-DQB10201. The binding affinity (normalized) is 0.267. (4) The peptide sequence is LSYRSLQPETFAVVD. The MHC is DRB1_0405 with pseudo-sequence DRB1_0405. The binding affinity (normalized) is 0.448. (5) The peptide sequence is YEVKATGSASSMING. The MHC is DRB1_0802 with pseudo-sequence DRB1_0802. The binding affinity (normalized) is 0.626. (6) The peptide sequence is TEYQKTKLNDWDFVV. The MHC is DRB1_0101 with pseudo-sequence DRB1_0101. The binding affinity (normalized) is 0.174.